This data is from Full USPTO retrosynthesis dataset with 1.9M reactions from patents (1976-2016). The task is: Predict the reactants needed to synthesize the given product. (1) Given the product [Cl:23][C:10]1[N:11]=[CH:12][N:13]=[C:14]2[C:9]=1[N:8]=[C:6]([C:5]1[CH:24]=[CH:25][C:2]([Cl:1])=[CH:3][C:4]=1[F:26])[N:15]2[C:16]1[CH:21]=[CH:20][C:19]([Cl:22])=[CH:18][CH:17]=1, predict the reactants needed to synthesize it. The reactants are: [Cl:1][C:2]1[CH:25]=[CH:24][C:5]([C:6]([NH:8][C:9]2[C:10]([Cl:23])=[N:11][CH:12]=[N:13][C:14]=2[NH:15][C:16]2[CH:21]=[CH:20][C:19]([Cl:22])=[CH:18][CH:17]=2)=O)=[C:4]([F:26])[CH:3]=1. (2) Given the product [CH3:19][C:18]1[O:17][N:16]=[C:15]([C:20]2[CH:21]=[CH:22][CH:23]=[CH:24][CH:25]=2)[C:14]=1[C:13]1[N:7]2[CH2:6][C:5]3[C:9]([C:8]2=[N:11][N:12]=1)=[CH:10][C:2]([C:29]1[CH:30]=[CH:31][N:26]=[CH:27][CH:28]=1)=[CH:3][CH:4]=3, predict the reactants needed to synthesize it. The reactants are: Br[C:2]1[CH:10]=[C:9]2[C:5]([CH2:6][N:7]3[C:13]([C:14]4[C:15]([C:20]5[CH:25]=[CH:24][CH:23]=[CH:22][CH:21]=5)=[N:16][O:17][C:18]=4[CH3:19])=[N:12][N:11]=[C:8]32)=[CH:4][CH:3]=1.[N:26]1[CH:31]=[CH:30][C:29](OB=O)=[CH:28][CH:27]=1.C([O-])([O-])=O.[Cs+].[Cs+]. (3) Given the product [CH3:31][N:32]([CH3:37])[CH2:33][CH2:34][N:35]([CH3:36])[C:28]([C:13]1[CH:14]=[C:15]2[C:20](=[C:11]([CH:9]([NH:8][C:5]3[CH:6]=[CH:7][C:2]([F:1])=[CH:3][CH:4]=3)[CH3:10])[CH:12]=1)[O:19][C:18]([N:21]1[CH2:26][CH2:25][O:24][CH2:23][CH2:22]1)=[CH:17][C:16]2=[O:27])=[O:29], predict the reactants needed to synthesize it. The reactants are: [F:1][C:2]1[CH:7]=[CH:6][C:5]([NH:8][CH:9]([C:11]2[CH:12]=[C:13]([C:28](O)=[O:29])[CH:14]=[C:15]3[C:20]=2[O:19][C:18]([N:21]2[CH2:26][CH2:25][O:24][CH2:23][CH2:22]2)=[CH:17][C:16]3=[O:27])[CH3:10])=[CH:4][CH:3]=1.[CH3:31][N:32]([CH3:37])[CH2:33][CH2:34][NH:35][CH3:36]. (4) Given the product [N+:36]([C:31]1[CH:32]=[CH:33][CH:34]=[CH:35][C:30]=1[CH:25]1[CH2:24][CH:23]([OH:39])[C:22]2[C:27](=[CH:28][CH:29]=[C:20]([OH:19])[CH:21]=2)[O:26]1)([O-:38])=[O:37], predict the reactants needed to synthesize it. The reactants are: C1(C2CC(O)C3C(=CC=C(O)C=3)O2)C=CC=CC=1.[OH:19][C:20]1[CH:21]=[C:22]2[C:27](=[CH:28][CH:29]=1)[O:26][CH:25]([C:30]1[CH:35]=[CH:34][CH:33]=[CH:32][C:31]=1[N+:36]([O-:38])=[O:37])[CH2:24][C:23]2=[O:39]. (5) Given the product [C:22]([N:20]1[CH:10]([C:11]2[CH:16]=[C:15]([OH:19])[CH:14]=[CH:13][CH:12]=2)[CH2:9][C:8]([C:3]2[CH:4]=[CH:5][CH:6]=[CH:7][C:2]=2[Cl:1])=[N:21]1)(=[O:25])[CH3:23], predict the reactants needed to synthesize it. The reactants are: [Cl:1][C:2]1[CH:7]=[CH:6][CH:5]=[CH:4][C:3]=1[C:8](=O)[CH:9]=[CH:10][C:11]1[CH:16]=[CH:15][CH:14]=[CH:13][C:12]=1O.[OH2:19].[NH2:20][NH2:21].[C:22]([OH:25])(=O)[CH3:23]. (6) Given the product [CH3:46][C:43]([O:42][C:40](=[O:41])[C@H:28]([CH2:27][NH:26][C:19]1[C:18]([CH3:25])=[C:17]([N:14]2[CH2:15][CH2:16][CH:11]([C:8]3[N:9]=[C:10]4[C:5]([CH2:4][CH2:3][CH2:2][NH:1]4)=[CH:6][CH:7]=3)[CH2:12][CH2:13]2)[N:22]=[C:21]([CH3:23])[N:20]=1)[NH:29][C:30]([O:32][CH2:33][C:34]1[CH:39]=[CH:38][CH:37]=[CH:36][CH:35]=1)=[O:31])([CH3:44])[CH3:45], predict the reactants needed to synthesize it. The reactants are: [NH:1]1[C:10]2[C:5](=[CH:6][CH:7]=[C:8]([CH:11]3[CH2:16][CH2:15][N:14]([C:17]4[N:22]=[C:21]([CH3:23])[N:20]=[C:19](Cl)[C:18]=4[CH3:25])[CH2:13][CH2:12]3)[N:9]=2)[CH2:4][CH2:3][CH2:2]1.[NH2:26][CH2:27][C@@H:28]([C:40]([O:42][C:43]([CH3:46])([CH3:45])[CH3:44])=[O:41])[NH:29][C:30]([O:32][CH2:33][C:34]1[CH:39]=[CH:38][CH:37]=[CH:36][CH:35]=1)=[O:31].[F-].[Cs+].